Task: Predict the reaction yield, written as a fraction of the theoretical maximum amount of product (1.0 means a 100% yield; for example, 0.34 means a 34% yield).. Dataset: Reaction yield outcomes from USPTO patents with 853,638 reactions (1) The reactants are [CH2:1]([N:5]([CH2:39][CH2:40][CH2:41][CH3:42])[C:6]1[CH:11]=[CH:10][C:9]([CH:12]=[CH:13][C:14]2[S:18][C:17]([CH:19]=[O:20])=[CH:16][CH:15]=2)=[C:8]([O:21][Si](C(C)(C)C)(C2C=CC=CC=2)C2C=CC=CC=2)[CH:7]=1)[CH2:2][CH2:3][CH3:4].[F-].C([N+](CCCC)(CCCC)CCCC)CCC.O.C(OCC)(=O)C. The catalyst is O1CCCC1. The product is [CH2:39]([N:5]([CH2:1][CH2:2][CH2:3][CH3:4])[C:6]1[CH:11]=[CH:10][C:9]([CH:12]=[CH:13][C:14]2[S:18][C:17]([CH:19]=[O:20])=[CH:16][CH:15]=2)=[C:8]([OH:21])[CH:7]=1)[CH2:40][CH2:41][CH3:42]. The yield is 0.936. (2) The reactants are Br[C:2]1[CH:7]=[CH:6][C:5]([C:8]2[CH:13]=[CH:12][C:11]([Br:14])=[CH:10][CH:9]=2)=[CH:4][CH:3]=1.[NH:15]1[CH:19]=[CH:18][N:17]=[N:16]1.C(=O)([O-])[O-].[K+].[K+]. The catalyst is CN(C=O)C. The product is [Br:14][C:11]1[CH:12]=[CH:13][C:8]([C:5]2[CH:6]=[CH:7][C:2]([N:15]3[CH:19]=[CH:18][N:17]=[N:16]3)=[CH:3][CH:4]=2)=[CH:9][CH:10]=1. The yield is 0.150. (3) The reactants are [F:1][C:2]([F:16])([F:15])[CH2:3][O:4][C:5]1[C:14]2[C:9](=[CH:10][CH:11]=[CH:12][CH:13]=2)[CH:8]=[CH:7][CH:6]=1.[CH2:17]1[S:21](=O)[CH2:20][CH2:19][CH2:18]1.C(OC(C)C)(C)C.[C:30]([O:38][CH:39]([C:47]([F:50])([F:49])[F:48])[C:40]([F:46])([F:45])[S:41]([O-:44])(=[O:43])=[O:42])(=[O:37])[C:31]1[CH:36]=[CH:35][CH:34]=[CH:33][CH:32]=1.[Na+]. The catalyst is CS(O)(=O)=O.O=P12OP3(OP(OP(O3)(O1)=O)(=O)O2)=O.O. The product is [C:30]([O:38][CH:39]([C:47]([F:49])([F:50])[F:48])[C:40]([F:45])([F:46])[S:41]([O-:44])(=[O:43])=[O:42])(=[O:37])[C:31]1[CH:32]=[CH:33][CH:34]=[CH:35][CH:36]=1.[F:1][C:2]([F:15])([F:16])[CH2:3][O:4][C:5]1[C:14]2[C:9](=[CH:10][CH:11]=[CH:12][CH:13]=2)[C:8]([S+:21]2[CH2:17][CH2:18][CH2:19][CH2:20]2)=[CH:7][CH:6]=1. The yield is 0.870. (4) The reactants are [OH:1][C:2]1[CH:7]=[CH:6][CH:5]=[CH:4][C:3]=1[NH:8][C:9]([C@H:11]1[C@H:13]([C:14]2[CH:19]=[CH:18][CH:17]=[CH:16][CH:15]=2)[O:12]1)=[O:10]. The yield is 0.600. The catalyst is C(#N)C.[O-]S(C(F)(F)F)(=O)=O.[Sc+3].[O-]S(C(F)(F)F)(=O)=O.[O-]S(C(F)(F)F)(=O)=O. The product is [OH:12][C@H:11]1[C:9](=[O:10])[NH:8][C:3]2[CH:4]=[CH:5][CH:6]=[CH:7][C:2]=2[O:1][C@@H:13]1[C:14]1[CH:19]=[CH:18][CH:17]=[CH:16][CH:15]=1.